This data is from Forward reaction prediction with 1.9M reactions from USPTO patents (1976-2016). The task is: Predict the product of the given reaction. Given the reactants [Cl:1][C:2]1[CH:7]=[CH:6][C:5]([C@H:8]([NH:11][C@@H:12]([CH3:17])[CH2:13][C:14]([NH2:16])=[O:15])[CH2:9][CH3:10])=[C:4]([F:18])[C:3]=1[C:19]([C:21]1[CH:26]=[CH:25][C:24]([C:27]#[N:28])=[CH:23][CH:22]=1)=[O:20].C([O-])([O-])=[O:30].[K+].[K+], predict the reaction product. The product is: [C:14]([CH2:13][C@@H:12]([NH:11][C@@H:8]([C:5]1[C:4]([F:18])=[C:3]([C:19]([C:21]2[CH:22]=[CH:23][C:24]([C:27]([NH2:28])=[O:30])=[CH:25][CH:26]=2)=[O:20])[C:2]([Cl:1])=[CH:7][CH:6]=1)[CH2:9][CH3:10])[CH3:17])(=[O:15])[NH2:16].